Regression. Given two drug SMILES strings and cell line genomic features, predict the synergy score measuring deviation from expected non-interaction effect. From a dataset of NCI-60 drug combinations with 297,098 pairs across 59 cell lines. (1) Drug 1: C1=CC(=CC=C1C#N)C(C2=CC=C(C=C2)C#N)N3C=NC=N3. Drug 2: CC1=C(N=C(N=C1N)C(CC(=O)N)NCC(C(=O)N)N)C(=O)NC(C(C2=CN=CN2)OC3C(C(C(C(O3)CO)O)O)OC4C(C(C(C(O4)CO)O)OC(=O)N)O)C(=O)NC(C)C(C(C)C(=O)NC(C(C)O)C(=O)NCCC5=NC(=CS5)C6=NC(=CS6)C(=O)NCCC[S+](C)C)O. Cell line: KM12. Synergy scores: CSS=22.3, Synergy_ZIP=-3.87, Synergy_Bliss=-4.17, Synergy_Loewe=-4.46, Synergy_HSA=-1.26. (2) Drug 1: CC(CN1CC(=O)NC(=O)C1)N2CC(=O)NC(=O)C2. Drug 2: C1=NC2=C(N1)C(=S)N=C(N2)N. Cell line: NCI-H322M. Synergy scores: CSS=20.6, Synergy_ZIP=-7.62, Synergy_Bliss=0.544, Synergy_Loewe=-14.4, Synergy_HSA=-0.897. (3) Drug 1: CC12CCC3C(C1CCC2=O)CC(=C)C4=CC(=O)C=CC34C. Drug 2: CC1CCC2CC(C(=CC=CC=CC(CC(C(=O)C(C(C(=CC(C(=O)CC(OC(=O)C3CCCCN3C(=O)C(=O)C1(O2)O)C(C)CC4CCC(C(C4)OC)OCCO)C)C)O)OC)C)C)C)OC. Cell line: NCI-H226. Synergy scores: CSS=29.6, Synergy_ZIP=-6.32, Synergy_Bliss=-0.555, Synergy_Loewe=1.44, Synergy_HSA=1.72.